Dataset: Catalyst prediction with 721,799 reactions and 888 catalyst types from USPTO. Task: Predict which catalyst facilitates the given reaction. (1) Reactant: [Br-:1].C([O:9][C:10]1[CH:45]=[CH:44][C:13]([C:14]([NH:16][CH2:17][CH2:18][N+:19]23[CH2:26][CH2:25][CH:22]([CH2:23][CH2:24]2)[C@@H:21]([O:27][C:28](=[O:43])[C:29]([OH:42])([C:36]2[CH:41]=[CH:40][CH:39]=[CH:38][CH:37]=2)[C:30]2[CH:35]=[CH:34][CH:33]=[CH:32][CH:31]=2)[CH2:20]3)=[O:15])=[CH:12][CH:11]=1)C1C=CC=CC=1. Product: [Br-:1].[OH:9][C:10]1[CH:11]=[CH:12][C:13]([C:14]([NH:16][CH2:17][CH2:18][N+:19]23[CH2:24][CH2:23][CH:22]([CH2:25][CH2:26]2)[C@@H:21]([O:27][C:28](=[O:43])[C:29]([OH:42])([C:36]2[CH:37]=[CH:38][CH:39]=[CH:40][CH:41]=2)[C:30]2[CH:35]=[CH:34][CH:33]=[CH:32][CH:31]=2)[CH2:20]3)=[O:15])=[CH:44][CH:45]=1. The catalyst class is: 394. (2) Reactant: [CH3:1][N:2]([CH3:9])[C:3]1[CH:8]=[CH:7][CH:6]=[CH:5][CH:4]=1.[F:10][C:11](I)([C:16](F)(F)[F:17])[C:12]([F:15])([F:14])[F:13].C([O-])(O)=O.[Na+].NC1C=CC=CC=1. Product: [F:17][CH2:16][C:11]([F:10])([C:6]1[CH:7]=[CH:8][C:3]([N:2]([CH3:9])[CH3:1])=[CH:4][CH:5]=1)[C:12]([F:15])([F:14])[F:13]. The catalyst class is: 145.